From a dataset of Forward reaction prediction with 1.9M reactions from USPTO patents (1976-2016). Predict the product of the given reaction. (1) Given the reactants [CH3:1][C@@H:2]1[O:7][C@H:6]([CH3:8])[CH2:5][N:4]([C:9]2[C:16]([F:17])=[CH:15][C:14]([C:18]#[CH:19])=[CH:13][C:10]=2[CH:11]=[O:12])[CH2:3]1.Br[C:21]1[CH:26]=[N:25][CH:24]=[CH:23][N:22]=1, predict the reaction product. The product is: [CH3:1][C@H:2]1[O:7][C@@H:6]([CH3:8])[CH2:5][N:4]([C:9]2[C:16]([F:17])=[CH:15][C:14]([C:18]#[C:19][C:21]3[CH:26]=[N:25][CH:24]=[CH:23][N:22]=3)=[CH:13][C:10]=2[CH:11]=[O:12])[CH2:3]1. (2) Given the reactants C(Cl)(=O)C([Cl:4])=O.[CH3:7][N:8]1[C:17]2[C:12](=[CH:13][C:14]([S:18]([OH:21])(=O)=[O:19])=[CH:15][CH:16]=2)[CH2:11][CH2:10][CH2:9]1, predict the reaction product. The product is: [CH3:7][N:8]1[C:17]2[C:12](=[CH:13][C:14]([S:18]([Cl:4])(=[O:21])=[O:19])=[CH:15][CH:16]=2)[CH2:11][CH2:10][CH2:9]1.